From a dataset of Forward reaction prediction with 1.9M reactions from USPTO patents (1976-2016). Predict the product of the given reaction. (1) The product is: [ClH:23].[ClH:23].[CH3:1][N:2]1[CH:10]=[C:9]2[C:4]([CH:5]=[CH:6][CH:7]=[C:8]2[C@H:11]2[CH2:13][C@@H:12]2[CH2:14][NH2:15])=[N:3]1. Given the reactants [CH3:1][N:2]1[CH:10]=[C:9]2[C:4]([CH:5]=[CH:6][CH:7]=[C:8]2[C@H:11]2[CH2:13][C@@H:12]2[CH2:14][NH:15]C(=O)OC(C)(C)C)=[N:3]1.[ClH:23].C(OCC)(=O)C, predict the reaction product. (2) Given the reactants [Cl:1][C:2]1[CH:7]=[CH:6][CH:5]=[CH:4][C:3]=1[C:8](=[O:14])[CH2:9][C:10]([O:12][CH3:13])=[O:11].[CH3:15][N:16]([CH:18](OC)OC)[CH3:17], predict the reaction product. The product is: [Cl:1][C:2]1[CH:7]=[CH:6][CH:5]=[CH:4][C:3]=1[C:8]([C:9](=[CH:15][N:16]([CH3:18])[CH3:17])[C:10]([O:12][CH3:13])=[O:11])=[O:14].